From a dataset of Full USPTO retrosynthesis dataset with 1.9M reactions from patents (1976-2016). Predict the reactants needed to synthesize the given product. (1) The reactants are: [Cl:1][C:2]1[N:10]=[C:9]([C:11]([F:14])([F:13])[F:12])[CH:8]=[CH:7][C:3]=1[C:4]([OH:6])=O.[N+:15](=[CH:17][C:18]([O:20][CH2:21][CH3:22])=[O:19])=[N-:16]. Given the product [CH2:21]([O:20][C:18](=[O:19])[C:17](=[N+:15]=[N-:16])[C:4]([C:3]1[C:2]([Cl:1])=[N:10][C:9]([C:11]([F:14])([F:13])[F:12])=[CH:8][CH:7]=1)=[O:6])[CH3:22], predict the reactants needed to synthesize it. (2) Given the product [CH2:8]([O:10][C:11]1[CH:12]=[CH:13][C:14]([CH2:15][N:16]2[C:24]3[CH:23]=[CH:22][C:21]([C:25]([N:27]4[CH2:28][CH2:29][CH:30]([CH3:33])[CH2:31][CH2:32]4)=[O:26])=[CH:20][C:19]=3[C:18]3[CH2:34][N:35]([C:41]4[N:46]=[CH:45][CH:44]=[CH:43][N:42]=4)[CH2:36][CH2:37][C:17]2=3)=[CH:38][CH:39]=1)[CH3:9].[C:2]([OH:3])([C:4]([F:7])([F:6])[F:5])=[O:1], predict the reactants needed to synthesize it. The reactants are: [OH:1][C:2]([C:4]([F:7])([F:6])[F:5])=[O:3].[CH2:8]([O:10][C:11]1[CH:39]=[CH:38][C:14]([CH2:15][N:16]2[C:24]3[CH:23]=[CH:22][C:21]([C:25]([N:27]4[CH2:32][CH2:31][CH:30]([CH3:33])[CH2:29][CH2:28]4)=[O:26])=[CH:20][C:19]=3[C:18]3[CH2:34][NH:35][CH2:36][CH2:37][C:17]2=3)=[CH:13][CH:12]=1)[CH3:9].Br[C:41]1[N:46]=[CH:45][CH:44]=[CH:43][N:42]=1.C([O-])([O-])=O.[K+].[K+].